This data is from Full USPTO retrosynthesis dataset with 1.9M reactions from patents (1976-2016). The task is: Predict the reactants needed to synthesize the given product. (1) Given the product [Cl:1][C:2]1[CH:3]=[C:4]2[C:8](=[CH:9][C:10]=1[Cl:11])[NH:7][C:6]([C:12]1[CH:13]=[CH:14][C:15]([C:16]3[NH:22][N:21]=[N:20][N:17]=3)=[CH:18][CH:19]=1)=[CH:5]2, predict the reactants needed to synthesize it. The reactants are: [Cl:1][C:2]1[CH:3]=[C:4]2[C:8](=[CH:9][C:10]=1[Cl:11])[NH:7][C:6]([C:12]1[CH:19]=[CH:18][C:15]([C:16]#[N:17])=[CH:14][CH:13]=1)=[CH:5]2.[N-:20]=[N+:21]=[N-:22].[Na+].C(N(CC)CC)C. (2) Given the product [Cl:1][C:2]1[CH:38]=[CH:37][C:5]2[NH:6][C:7]([C@@H:9]([NH:11][C:12](=[O:36])[C:13]3[CH:18]=[CH:17][C:16]([C:19]([N:21]4[CH2:25][CH2:24][CH2:23][C@@H:22]4[CH2:26][NH2:27])=[O:20])=[C:15]([Cl:35])[CH:14]=3)[CH3:10])=[N:8][C:4]=2[CH:3]=1, predict the reactants needed to synthesize it. The reactants are: [Cl:1][C:2]1[CH:38]=[CH:37][C:5]2[NH:6][C:7]([C@@H:9]([NH:11][C:12](=[O:36])[C:13]3[CH:18]=[CH:17][C:16]([C:19]([N:21]4[CH2:25][CH2:24][CH2:23][C@@H:22]4[CH2:26][NH:27]C(OC(C)(C)C)=O)=[O:20])=[C:15]([Cl:35])[CH:14]=3)[CH3:10])=[N:8][C:4]=2[CH:3]=1.FC(F)(F)C(O)=O.ClCCl.CO.N.ClCl.